The task is: Predict the reactants needed to synthesize the given product.. This data is from Full USPTO retrosynthesis dataset with 1.9M reactions from patents (1976-2016). (1) The reactants are: [F:1][C:2]([F:19])([F:18])[C:3]1[CH:8]=[CH:7][C:6]([C:9]2[C:10]([C:15](O)=[O:16])=[CH:11][CH:12]=[CH:13][CH:14]=2)=[CH:5][CH:4]=1.S(Cl)([Cl:22])=O. Given the product [F:1][C:2]([F:19])([F:18])[C:3]1[CH:8]=[CH:7][C:6]([C:9]2[C:10]([C:15]([Cl:22])=[O:16])=[CH:11][CH:12]=[CH:13][CH:14]=2)=[CH:5][CH:4]=1, predict the reactants needed to synthesize it. (2) Given the product [Cl:1][C:2]1[N:7]=[CH:6][C:5]([NH:8][C:9]2[C:14]([C:15]3[N:20]=[C:19]([CH3:21])[N:18]=[C:17]([NH2:22])[N:16]=3)=[CH:13][C:12]([C@H:41]([N:43]3[CH2:44][CH2:45][N:46]([S:49]([CH3:52])(=[O:51])=[O:50])[CH2:47][CH2:48]3)[CH3:42])=[CH:11][N:10]=2)=[CH:4][C:3]=1[O:53][CH3:54], predict the reactants needed to synthesize it. The reactants are: [Cl:1][C:2]1[N:7]=[CH:6][C:5]([NH:8][C:9]2[C:14]([C:15]3[N:20]=[C:19]([CH3:21])[N:18]=[C:17]([N:22](CC4C=CC(OC)=CC=4)CC4C=CC(OC)=CC=4)[N:16]=3)=[CH:13][C:12]([C@H:41]([N:43]3[CH2:48][CH2:47][N:46]([S:49]([CH3:52])(=[O:51])=[O:50])[CH2:45][CH2:44]3)[CH3:42])=[CH:11][N:10]=2)=[CH:4][C:3]=1[O:53][CH3:54].FC(F)(F)S(O)(=O)=O. (3) Given the product [C:8]([C:5]1[CH:6]=[CH:7][C:2]([CH2:19][CH:18]([Br:12])[C:17]([O:21][CH3:22])=[O:20])=[C:3]([CH3:11])[CH:4]=1)(=[O:10])[CH3:9], predict the reactants needed to synthesize it. The reactants are: N[C:2]1[CH:7]=[CH:6][C:5]([C:8](=[O:10])[CH3:9])=[CH:4][C:3]=1[CH3:11].[BrH:12].N([O-])=O.[Na+].[C:17]([O:21][CH3:22])(=[O:20])[CH:18]=[CH2:19]. (4) Given the product [Cl:33][C:30]1[CH:31]=[CH:32][C:27]([C:22]2[N:21]=[C:20]([N:18]3[CH:19]=[C:15]([C:11]4[CH:10]=[C:9]([S:6]([NH2:5])(=[O:7])=[O:8])[CH:14]=[CH:13][CH:12]=4)[N:16]=[CH:17]3)[CH:25]=[C:24]([CH3:26])[CH:23]=2)=[CH:28][CH:29]=1, predict the reactants needed to synthesize it. The reactants are: C([NH:5][S:6]([C:9]1[CH:14]=[CH:13][CH:12]=[C:11]([C:15]2[N:16]=[CH:17][N:18]([C:20]3[CH:25]=[C:24]([CH3:26])[CH:23]=[C:22]([C:27]4[CH:32]=[CH:31][C:30]([Cl:33])=[CH:29][CH:28]=4)[N:21]=3)[CH:19]=2)[CH:10]=1)(=[O:8])=[O:7])(C)(C)C.C(O)(C(F)(F)F)=O.